Dataset: Catalyst prediction with 721,799 reactions and 888 catalyst types from USPTO. Task: Predict which catalyst facilitates the given reaction. (1) Reactant: O.O.O.C([O-])(=O)C.[Na+].[C:9]([C:12]1[NH:16][CH:15]=[C:14]([C:17]#[N:18])[CH:13]=1)(=O)[CH3:10].Cl.[NH2:20][NH:21][C:22]([NH2:24])=[O:23]. Product: [C:17]([C:14]1[CH:13]=[C:12]([C:9](=[N:20][NH:21][C:22]([NH2:24])=[O:23])[CH3:10])[NH:16][CH:15]=1)#[N:18]. The catalyst class is: 97. (2) Reactant: [C:1]([O:5][C:6]([N:8]1[CH:13]2[CH2:14][CH2:15][CH:9]1[CH2:10][C:11](=[CH:16][C:17]1[CH:22]=[CH:21][C:20]([F:23])=[CH:19][CH:18]=1)[CH2:12]2)=[O:7])([CH3:4])([CH3:3])[CH3:2].[H][H]. Product: [C:1]([O:5][C:6]([N:8]1[CH:9]2[CH2:15][CH2:14][CH:13]1[CH2:12][CH:11]([CH2:16][C:17]1[CH:22]=[CH:21][C:20]([F:23])=[CH:19][CH:18]=1)[CH2:10]2)=[O:7])([CH3:4])([CH3:2])[CH3:3]. The catalyst class is: 29. (3) Reactant: Cl[CH2:2][CH2:3][CH2:4][CH2:5][CH2:6][CH2:7][C:8]#[C:9][CH2:10][CH2:11][CH2:12][CH3:13].[I-:14].[K+].[N:16]1[CH:21]=[CH:20][C:19]([CH3:22])=[CH:18][C:17]=1[CH3:23]. Product: [I-:14].[CH2:2]([N+:16]1[CH:21]=[CH:20][C:19]([CH3:22])=[CH:18][C:17]=1[CH3:23])[CH2:3][CH2:4][CH2:5][CH2:6][CH2:7][C:8]#[C:9][CH2:10][CH2:11][CH2:12][CH3:13]. The catalyst class is: 131.